The task is: Predict the product of the given reaction.. This data is from Forward reaction prediction with 1.9M reactions from USPTO patents (1976-2016). Given the reactants C(OC([N:11]1[CH2:15][CH2:14][CH2:13][C@@H:12]1[C:16]([NH:18][CH2:19][C@H:20]1[CH2:25][CH2:24][CH2:23][N:22]([C:26]([O:28][C:29]([CH3:32])([CH3:31])[CH3:30])=[O:27])[CH2:21]1)=[O:17])=O)C1C=CC=CC=1, predict the reaction product. The product is: [C:29]([O:28][C:26]([N:22]1[CH2:23][CH2:24][CH2:25][C@H:20]([CH2:19][NH:18][C:16]([C@H:12]2[CH2:13][CH2:14][CH2:15][NH:11]2)=[O:17])[CH2:21]1)=[O:27])([CH3:32])([CH3:30])[CH3:31].